This data is from Forward reaction prediction with 1.9M reactions from USPTO patents (1976-2016). The task is: Predict the product of the given reaction. (1) Given the reactants [CH2:1]([N:8]1[C:16](=[O:17])[C:15]2[CH:14]=[CH:13][N:12]=[CH:11][C:10]=2[C:9]1=[O:18])[C:2]1[CH:7]=[CH:6][CH:5]=[CH:4][CH:3]=1.O, predict the reaction product. The product is: [CH2:1]([N:8]1[C:16](=[O:17])[CH:15]2[CH:10]([CH2:11][NH:12][CH2:13][CH2:14]2)[C:9]1=[O:18])[C:2]1[CH:3]=[CH:4][CH:5]=[CH:6][CH:7]=1. (2) Given the reactants Br[C:2]1[CH:11]=[CH:10][C:5]([C:6]([O:8][CH3:9])=[O:7])=[CH:4][C:3]=1[C:12]([F:15])([F:14])[F:13].CC1C=CC=CC=1C1C=CC(C(O)=O)=CC=1C(F)(F)F.[CH3:36][C:37]1[C:38](B(O)O)=[CH:39][S:40][CH:41]=1.C(=O)([O-])[O-].[K+].[K+], predict the reaction product. The product is: [CH3:36][C:37]1[C:38]([C:2]2[CH:11]=[CH:10][C:5]([C:6]([O:8][CH3:9])=[O:7])=[CH:4][C:3]=2[C:12]([F:15])([F:14])[F:13])=[CH:39][S:40][CH:41]=1. (3) Given the reactants [CH3:1][C:2]1[CH:8]=[CH:7][C:5]([NH2:6])=[CH:4][C:3]=1[N:9]1[C:16]2[N:12]([N:13]=[C:14]([C:17]3[CH:18]=[N:19][CH:20]=[CH:21][CH:22]=3)[CH:15]=2)[CH:11]=[CH:10]1.[C:23]([C:27]1[CH:28]=[C:29]([CH:33]=[CH:34][N:35]=1)[C:30](O)=[O:31])([CH3:26])([CH3:25])[CH3:24], predict the reaction product. The product is: [C:23]([C:27]1[CH:28]=[C:29]([CH:33]=[CH:34][N:35]=1)[C:30]([NH:6][C:5]1[CH:7]=[CH:8][C:2]([CH3:1])=[C:3]([N:9]2[C:16]3[N:12]([N:13]=[C:14]([C:17]4[CH:18]=[N:19][CH:20]=[CH:21][CH:22]=4)[CH:15]=3)[CH:11]=[CH:10]2)[CH:4]=1)=[O:31])([CH3:26])([CH3:24])[CH3:25]. (4) The product is: [NH2:37][C:34]([CH3:36])([CH3:35])[C:33]([NH:32][C@H:10]([CH2:9][O:8][CH2:1][C:2]1[CH:7]=[CH:6][CH:5]=[CH:4][CH:3]=1)[C:11]([N:13]1[CH2:31][CH2:30][CH2:29][C:15]2([C:19](=[O:20])[N:18]([CH3:21])[CH2:17][CH:16]2[C:22]2[CH:27]=[CH:26][C:25]([CH3:28])=[CH:24][CH:23]=2)[CH2:14]1)=[O:12])=[O:45]. Given the reactants [CH2:1]([O:8][CH2:9][C@@H:10]([NH:32][C:33](=[O:45])[C:34]([NH:37]C(=O)OC(C)(C)C)([CH3:36])[CH3:35])[C:11]([N:13]1[CH2:31][CH2:30][CH2:29][C:15]2([C:19](=[O:20])[N:18]([CH3:21])[CH2:17][CH:16]2[C:22]2[CH:27]=[CH:26][C:25]([CH3:28])=[CH:24][CH:23]=2)[CH2:14]1)=[O:12])[C:2]1[CH:7]=[CH:6][CH:5]=[CH:4][CH:3]=1.C(O)(C(F)(F)F)=O.[OH-].[Na+], predict the reaction product.